From a dataset of Catalyst prediction with 721,799 reactions and 888 catalyst types from USPTO. Predict which catalyst facilitates the given reaction. (1) Reactant: [CH2:1]([O:8][C:9](=[O:32])[NH:10][C@H:11]1[CH2:16][CH2:15][C@@H:14]([NH:17][CH:18]([CH3:20])[CH3:19])[CH2:13][C@H:12]1[CH2:21][S:22]([C:25]1[CH:30]=[CH:29][C:28]([Br:31])=[CH:27][CH:26]=1)(=[O:24])=[O:23])[C:2]1[CH:7]=[CH:6][CH:5]=[CH:4][CH:3]=1.C=O.[BH3-][C:36]#N.[Na+]. Product: [CH2:1]([O:8][C:9](=[O:32])[NH:10][C@H:11]1[CH2:16][CH2:15][C@@H:14]([N:17]([CH:18]([CH3:20])[CH3:19])[CH3:36])[CH2:13][C@H:12]1[CH2:21][S:22]([C:25]1[CH:30]=[CH:29][C:28]([Br:31])=[CH:27][CH:26]=1)(=[O:24])=[O:23])[C:2]1[CH:3]=[CH:4][CH:5]=[CH:6][CH:7]=1. The catalyst class is: 24. (2) Reactant: [NH2:1][CH2:2][C:3]1[CH:4]=[CH:5][C:6]([Cl:25])=[C:7]([C:9]2[NH:10][C:11](=[O:24])[N:12]([C:14]3[CH:15]=[N:16][C:17]([C:20]([F:23])([F:22])[F:21])=[CH:18][CH:19]=3)[N:13]=2)[CH:8]=1.[C:26](Cl)(=[O:31])[C:27]([CH3:30])([CH3:29])[CH3:28].CCN(C(C)C)C(C)C. Product: [Cl:25][C:6]1[CH:5]=[CH:4][C:3]([CH2:2][NH:1][C:26](=[O:31])[C:27]([CH3:30])([CH3:29])[CH3:28])=[CH:8][C:7]=1[C:9]1[NH:10][C:11](=[O:24])[N:12]([C:14]2[CH:15]=[N:16][C:17]([C:20]([F:21])([F:23])[F:22])=[CH:18][CH:19]=2)[N:13]=1. The catalyst class is: 1. (3) Reactant: [N+:1]([C:4]1[CH:5]=[C:6]([CH:16]=[C:17]([C:19]#[C:20][Si](C(C)C)(C(C)C)C(C)C)[CH:18]=1)[O:7][CH2:8][CH2:9][N:10]1[CH2:15][CH2:14][O:13][CH2:12][CH2:11]1)([O-:3])=[O:2].CCCC[N+](CCCC)(CCCC)CCCC.[F-]. Product: [C:19]([C:17]1[CH:16]=[C:6]([CH:5]=[C:4]([N+:1]([O-:3])=[O:2])[CH:18]=1)[O:7][CH2:8][CH2:9][N:10]1[CH2:11][CH2:12][O:13][CH2:14][CH2:15]1)#[CH:20]. The catalyst class is: 30. (4) The catalyst class is: 6. Reactant: [OH:1][C:2]([C:9]([F:12])([F:11])[F:10])([CH2:7][CH3:8])[C:3]([NH:5][NH2:6])=[O:4].Br[C:14]#[N:15]. Product: [NH2:15][C:14]1[O:4][C:3]([C:2]([OH:1])([CH2:7][CH3:8])[C:9]([F:10])([F:11])[F:12])=[N:5][N:6]=1. (5) Product: [Cl:15][C:12]1[CH:13]=[CH:14][C:9]([O:8][CH2:7][C:6]([O:5][C:1]([CH3:4])([CH3:3])[CH3:2])=[O:17])=[C:10]([C:24]2[CH:25]=[CH:26][C:21]([S:20][CH2:18][CH3:19])=[CH:22][CH:23]=2)[CH:11]=1. Reactant: [C:1]([O:5][C:6](=[O:17])[CH2:7][O:8][C:9]1[CH:14]=[CH:13][C:12]([Cl:15])=[CH:11][C:10]=1Br)([CH3:4])([CH3:3])[CH3:2].[CH2:18]([S:20][C:21]1[CH:26]=[CH:25][C:24](B(O)O)=[CH:23][CH:22]=1)[CH3:19].[F-].[Cs+]. The catalyst class is: 75. (6) Reactant: [CH2:1]([C:5]1[N:6]=[C:7]([CH:27]2[CH2:29][CH2:28]2)[NH:8][C:9](=[O:26])[C:10]=1[CH2:11][C:12]1[CH:17]=[CH:16][C:15]([C:18]2[C:19]([C:24]#[N:25])=[CH:20][CH:21]=[CH:22][CH:23]=2)=[CH:14][CH:13]=1)[CH2:2][CH2:3][CH3:4].[O:30]1[C:34]2[CH:35]=[CH:36][C:37](B(O)O)=[CH:38][C:33]=2[CH2:32][CH2:31]1.N1C=CC=CC=1.C(N(CC)CC)C. Product: [CH2:1]([C:5]1[N:6]=[C:7]([CH:27]2[CH2:28][CH2:29]2)[N:8]([C:37]2[CH:36]=[CH:35][C:34]3[O:30][CH2:31][CH2:32][C:33]=3[CH:38]=2)[C:9](=[O:26])[C:10]=1[CH2:11][C:12]1[CH:17]=[CH:16][C:15]([C:18]2[C:19]([C:24]#[N:25])=[CH:20][CH:21]=[CH:22][CH:23]=2)=[CH:14][CH:13]=1)[CH2:2][CH2:3][CH3:4]. The catalyst class is: 651. (7) The catalyst class is: 12. Reactant: [Cl:1][C:2]1[C:3]([N:15]2[CH2:20][CH2:19][N:18](C(OC(C)(C)C)=O)[CH2:17][CH2:16]2)=[N:4][CH:5]=[C:6]([C:8]2[N:9]=[N:10][N:11]([CH2:13][CH3:14])[N:12]=2)[CH:7]=1.C(Cl)[Cl:29].Cl. Product: [ClH:1].[ClH:29].[Cl:1][C:2]1[C:3]([N:15]2[CH2:20][CH2:19][NH:18][CH2:17][CH2:16]2)=[N:4][CH:5]=[C:6]([C:8]2[N:9]=[N:10][N:11]([CH2:13][CH3:14])[N:12]=2)[CH:7]=1. (8) Reactant: Cl[C:2]1[CH:7]=[CH:6][N:5]=[C:4]([C:8]2[C:16]3[C:11](=[CH:12][CH:13]=[C:14]([C:17]4[C:22]([F:23])=[CH:21][CH:20]=[CH:19][C:18]=4[F:24])[CH:15]=3)[N:10]([S:25]([C:28]3[CH:34]=[CH:33][C:31]([CH3:32])=[CH:30][CH:29]=3)(=[O:27])=[O:26])[CH:9]=2)[N:3]=1.[NH2:35][C@@H:36]1[CH2:41][CH2:40][CH2:39][N:38]([C:42]([O:44][C:45]([CH3:48])([CH3:47])[CH3:46])=[O:43])[CH2:37]1. Product: [F:24][C:18]1[CH:19]=[CH:20][CH:21]=[C:22]([F:23])[C:17]=1[C:14]1[CH:15]=[C:16]2[C:11](=[CH:12][CH:13]=1)[N:10]([S:25]([C:28]1[CH:29]=[CH:30][C:31]([CH3:32])=[CH:33][CH:34]=1)(=[O:27])=[O:26])[CH:9]=[C:8]2[C:4]1[N:3]=[C:2]([NH:35][C@@H:36]2[CH2:41][CH2:40][CH2:39][N:38]([C:42]([O:44][C:45]([CH3:48])([CH3:47])[CH3:46])=[O:43])[CH2:37]2)[CH:7]=[CH:6][N:5]=1. The catalyst class is: 16.